From a dataset of NCI-60 drug combinations with 297,098 pairs across 59 cell lines. Regression. Given two drug SMILES strings and cell line genomic features, predict the synergy score measuring deviation from expected non-interaction effect. (1) Cell line: U251. Synergy scores: CSS=7.64, Synergy_ZIP=-2.26, Synergy_Bliss=4.41, Synergy_Loewe=-4.40, Synergy_HSA=2.34. Drug 2: CC1CCC2CC(C(=CC=CC=CC(CC(C(=O)C(C(C(=CC(C(=O)CC(OC(=O)C3CCCCN3C(=O)C(=O)C1(O2)O)C(C)CC4CCC(C(C4)OC)O)C)C)O)OC)C)C)C)OC. Drug 1: CN1C2=C(C=C(C=C2)N(CCCl)CCCl)N=C1CCCC(=O)O.Cl. (2) Drug 1: CC(CN1CC(=O)NC(=O)C1)N2CC(=O)NC(=O)C2. Drug 2: CS(=O)(=O)OCCCCOS(=O)(=O)C. Cell line: IGROV1. Synergy scores: CSS=28.9, Synergy_ZIP=-0.485, Synergy_Bliss=6.39, Synergy_Loewe=7.25, Synergy_HSA=9.52. (3) Synergy scores: CSS=9.53, Synergy_ZIP=7.84, Synergy_Bliss=7.28, Synergy_Loewe=2.35, Synergy_HSA=2.32. Cell line: SF-268. Drug 1: CN1CCC(CC1)COC2=C(C=C3C(=C2)N=CN=C3NC4=C(C=C(C=C4)Br)F)OC. Drug 2: CC(C)NC(=O)C1=CC=C(C=C1)CNNC.Cl. (4) Drug 1: CCN(CC)CCNC(=O)C1=C(NC(=C1C)C=C2C3=C(C=CC(=C3)F)NC2=O)C. Drug 2: CC1(CCCN1)C2=NC3=C(C=CC=C3N2)C(=O)N. Cell line: T-47D. Synergy scores: CSS=25.4, Synergy_ZIP=18.7, Synergy_Bliss=22.5, Synergy_Loewe=18.8, Synergy_HSA=19.3. (5) Drug 1: CC1=C(C=C(C=C1)NC(=O)C2=CC=C(C=C2)CN3CCN(CC3)C)NC4=NC=CC(=N4)C5=CN=CC=C5. Drug 2: COCCOC1=C(C=C2C(=C1)C(=NC=N2)NC3=CC=CC(=C3)C#C)OCCOC.Cl. Cell line: MDA-MB-231. Synergy scores: CSS=2.20, Synergy_ZIP=-1.65, Synergy_Bliss=-2.15, Synergy_Loewe=-0.395, Synergy_HSA=-2.50.